Dataset: Forward reaction prediction with 1.9M reactions from USPTO patents (1976-2016). Task: Predict the product of the given reaction. (1) The product is: [Br:1][C:2]1[CH:3]=[C:4]2[C:9]([C:8]([CH3:16])([CH3:17])[CH2:7][CH2:6][C:5]2=[O:22])=[C:10]([Cl:15])[C:11]=1[O:12][CH2:13][CH3:14]. Given the reactants [Br:1][C:2]1[CH:3]=[C:4]2[C:9](=[C:10]([Cl:15])[C:11]=1[O:12][CH2:13][CH3:14])[C:8]([CH3:17])([CH3:16])[CH2:7][CH2:6][CH2:5]2.C([O:22]O)(C)(C)C, predict the reaction product. (2) Given the reactants [CH2:1]([N:8]1[CH2:14][CH:13]2[CH:15]([NH:16][CH3:17])[CH:10]([CH2:11][CH2:12]2)[CH2:9]1)[C:2]1[CH:7]=[CH:6][CH:5]=[CH:4][CH:3]=1.CC1C=CC(S(O[CH2:29][CH2:30][CH2:31][NH:32][C:33]2[CH:38]=[CH:37][C:36]([C:39]#[N:40])=[CH:35][CH:34]=2)(=O)=O)=CC=1.C(=O)([O-])[O-].[K+].[K+], predict the reaction product. The product is: [CH2:1]([N:8]1[CH2:14][CH:13]2[CH:15]([N:16]([CH3:17])[CH2:29][CH2:30][CH2:31][NH:32][C:33]3[CH:34]=[CH:35][C:36]([C:39]#[N:40])=[CH:37][CH:38]=3)[CH:10]([CH2:11][CH2:12]2)[CH2:9]1)[C:2]1[CH:3]=[CH:4][CH:5]=[CH:6][CH:7]=1. (3) Given the reactants Cl.[NH2:2][CH2:3][CH2:4][C:5]1[CH:10]=[CH:9][C:8]([C:11]2[CH:27]=[CH:26][C:14]([O:15][CH:16]([CH3:25])[CH2:17][NH:18][S:19]([CH:22]([CH3:24])[CH3:23])(=[O:21])=[O:20])=[CH:13][CH:12]=2)=[CH:7][CH:6]=1.C(N(CC)CC)C.[CH3:35][S:36](Cl)(=[O:38])=[O:37], predict the reaction product. The product is: [CH3:24][CH:22]([S:19]([NH:18][CH2:17][CH:16]([O:15][C:14]1[CH:26]=[CH:27][C:11]([C:8]2[CH:7]=[CH:6][C:5]([CH2:4][CH2:3][NH:2][S:36]([CH3:35])(=[O:38])=[O:37])=[CH:10][CH:9]=2)=[CH:12][CH:13]=1)[CH3:25])(=[O:21])=[O:20])[CH3:23]. (4) Given the reactants Br[C:2]1[C:6]([Br:7])=[CH:5][S:4][C:3]=1[CH:8]=[O:9].[OH:10][C:11]1[CH:16]=[CH:15][C:14](B(O)O)=[CH:13][CH:12]=1.C([O-])([O-])=O.[Na+].[Na+], predict the reaction product. The product is: [Br:7][C:6]1[C:2]([C:14]2[CH:15]=[CH:16][C:11]([OH:10])=[CH:12][CH:13]=2)=[C:3]([CH:8]=[O:9])[S:4][CH:5]=1. (5) Given the reactants [CH2:1]([CH2:3][NH2:4])[OH:2].C(N(CC)CC)C.C(O)C.Cl[CH2:16][C:17]([NH:19][C:20]1[CH:29]=[C:28]2[C:23]([CH:24]=[C:25]([C:31]3[CH:36]=[CH:35][CH:34]=[CH:33][C:32]=3[C:37]([F:40])([F:39])[F:38])[NH:26][C:27]2=[O:30])=[CH:22][CH:21]=1)=[O:18], predict the reaction product. The product is: [OH:2][CH2:1][CH2:3][NH:4][CH2:16][C:17]([NH:19][C:20]1[CH:29]=[C:28]2[C:23]([CH:24]=[C:25]([C:31]3[CH:36]=[CH:35][CH:34]=[CH:33][C:32]=3[C:37]([F:40])([F:38])[F:39])[NH:26][C:27]2=[O:30])=[CH:22][CH:21]=1)=[O:18]. (6) Given the reactants [O:1]=[C:2]1[NH:6][C:5]2[CH:7]=[CH:8][CH:9]=[CH:10][C:4]=2[N:3]1[CH:11]1[CH2:16][CH2:15][N:14]([C:17]([O:19][CH2:20][C@@H:21]([N:23]([CH2:31][C:32]2[CH:37]=[CH:36][CH:35]=[CH:34][CH:33]=2)[CH2:24][C:25]2[CH:30]=[CH:29][CH:28]=[CH:27][CH:26]=2)[CH3:22])=[O:18])[CH2:13][CH2:12]1.[CH3:38][O:39][C:40]1[CH:45]=[CH:44][C:43]([S:46](Cl)(=[O:48])=[O:47])=[CH:42][CH:41]=1, predict the reaction product. The product is: [CH3:38][O:39][C:40]1[CH:41]=[CH:42][C:43]([S:46]([N:6]2[C:5]3[CH:7]=[CH:8][CH:9]=[CH:10][C:4]=3[N:3]([CH:11]3[CH2:12][CH2:13][N:14]([C:17]([O:19][CH2:20][C@@H:21]([N:23]([CH2:24][C:25]4[CH:26]=[CH:27][CH:28]=[CH:29][CH:30]=4)[CH2:31][C:32]4[CH:37]=[CH:36][CH:35]=[CH:34][CH:33]=4)[CH3:22])=[O:18])[CH2:15][CH2:16]3)[C:2]2=[O:1])(=[O:48])=[O:47])=[CH:44][CH:45]=1. (7) The product is: [ClH:67].[NH2:8][CH2:9][C@H:10]1[CH2:11][CH2:12][C@H:13]([C:16]([NH:18][C@@H:19]([CH2:43][C:44]2[CH:45]=[CH:46][C:47]([C:50]3[CH:55]=[CH:54][C:53]([C:56](=[O:65])[NH:57][CH:58]4[CH2:59][CH2:60][N:61]([CH3:64])[CH2:62][CH2:63]4)=[CH:52][C:51]=3[CH3:66])=[CH:48][CH:49]=2)[C:20]([NH:22][C:23]2[CH:28]=[CH:27][C:26]([C:29]3[NH:33][N:32]=[C:31]([C:34]([F:42])([F:41])[C:35]([F:39])([F:40])[C:36]([OH:38])=[O:37])[N:30]=3)=[CH:25][CH:24]=2)=[O:21])=[O:17])[CH2:14][CH2:15]1. Given the reactants C(OC([NH:8][CH2:9][C@H:10]1[CH2:15][CH2:14][C@H:13]([C:16]([NH:18][C@@H:19]([CH2:43][C:44]2[CH:49]=[CH:48][C:47]([C:50]3[CH:55]=[CH:54][C:53]([C:56](=[O:65])[NH:57][CH:58]4[CH2:63][CH2:62][N:61]([CH3:64])[CH2:60][CH2:59]4)=[CH:52][C:51]=3[CH3:66])=[CH:46][CH:45]=2)[C:20]([NH:22][C:23]2[CH:28]=[CH:27][C:26]([C:29]3[NH:33][N:32]=[C:31]([C:34]([F:42])([F:41])[C:35]([F:40])([F:39])[C:36]([OH:38])=[O:37])[N:30]=3)=[CH:25][CH:24]=2)=[O:21])=[O:17])[CH2:12][CH2:11]1)=O)(C)(C)C.[ClH:67], predict the reaction product. (8) Given the reactants [Cl:1][C:2]1[CH:11]=[CH:10][CH:9]=[C:8]2[C:3]=1[C:4](=[O:21])[N:5]([C:14]1[CH:19]=[CH:18][CH:17]=[CH:16][C:15]=1[F:20])[C:6]([CH2:12]Cl)=[N:7]2.[N:22]1[C:30]([NH2:31])=[C:29]2[C:25]([N:26]=[CH:27][NH:28]2)=[N:24][CH:23]=1.C([O-])([O-])=O.[K+].[K+], predict the reaction product. The product is: [NH2:31][C:30]1[N:22]=[CH:23][N:24]=[C:25]2[C:29]=1[N:28]=[CH:27][N:26]2[CH2:12][C:6]1[N:5]([C:14]2[CH:19]=[CH:18][CH:17]=[CH:16][C:15]=2[F:20])[C:4](=[O:21])[C:3]2[C:8](=[CH:9][CH:10]=[CH:11][C:2]=2[Cl:1])[N:7]=1.